This data is from Full USPTO retrosynthesis dataset with 1.9M reactions from patents (1976-2016). The task is: Predict the reactants needed to synthesize the given product. (1) The reactants are: [OH:1][C:2]1[CH:34]=[CH:33][C:5]2[C:6](=[O:32])/[C:7](=[CH:9]/[C:10]3[C:18]4[C:13](=[CH:14][CH:15]=[CH:16][CH:17]=4)[N:12]([S:19]([C:22]4[CH:27]=[CH:26][C:25]([C:28]([F:31])([F:30])[F:29])=[CH:24][CH:23]=4)(=[O:21])=[O:20])[CH:11]=3)/[O:8][C:4]=2[C:3]=1[CH2:35][N:36]1[CH2:41][CH2:40][N:39](C(OC(C)(C)C)=O)[CH2:38][CH2:37]1.FC(F)(F)C(O)=O.C(Cl)[Cl:57]. Given the product [ClH:57].[ClH:57].[OH:1][C:2]1[CH:34]=[CH:33][C:5]2[C:6](=[O:32])/[C:7](=[CH:9]/[C:10]3[C:18]4[C:13](=[CH:14][CH:15]=[CH:16][CH:17]=4)[N:12]([S:19]([C:22]4[CH:27]=[CH:26][C:25]([C:28]([F:31])([F:29])[F:30])=[CH:24][CH:23]=4)(=[O:21])=[O:20])[CH:11]=3)/[O:8][C:4]=2[C:3]=1[CH2:35][N:36]1[CH2:41][CH2:40][NH:39][CH2:38][CH2:37]1, predict the reactants needed to synthesize it. (2) Given the product [CH3:32][O:31][C:30]1[C:15]2[C:14]([NH:13][C@@H:10]3[CH2:11][CH2:12][NH:8][CH2:9]3)=[N:19][C:18]([C:20]3[CH:25]=[CH:24][N:23]=[C:22]([NH:45][C:42]4[CH:41]=[CH:40][C:39]([CH:36]5[CH2:37][CH2:38][O:33][CH2:34][CH2:35]5)=[CH:44][CH:43]=4)[CH:21]=3)=[N:17][C:16]=2[CH:27]=[N:28][CH:29]=1, predict the reactants needed to synthesize it. The reactants are: C(OC([N:8]1[CH2:12][CH2:11][C@@H:10]([NH:13][C:14]2[C:15]3[C:30]([O:31][CH3:32])=[CH:29][N:28]=[CH:27][C:16]=3[N:17]=[C:18]([C:20]3[CH:25]=[CH:24][N:23]=[C:22](Cl)[CH:21]=3)[N:19]=2)[CH2:9]1)=O)(C)(C)C.[O:33]1[CH2:38][CH2:37][CH:36]([C:39]2[CH:44]=[CH:43][C:42]([NH2:45])=[CH:41][CH:40]=2)[CH2:35][CH2:34]1. (3) Given the product [C:1]([O:5][C:6]([NH:8][CH2:9][C:10]1[C:11]([C:29]2[CH:30]=[CH:31][C:32]([CH3:35])=[CH:33][CH:34]=2)=[C:12]([CH2:21][NH:22][CH2:23][C:24]([OH:26])=[O:25])[C:13]([CH3:20])=[N:14][C:15]=1[CH2:16][CH:17]([CH3:18])[CH3:19])=[O:7])([CH3:2])([CH3:3])[CH3:4], predict the reactants needed to synthesize it. The reactants are: [C:1]([O:5][C:6]([NH:8][CH2:9][C:10]1[C:11]([C:29]2[CH:34]=[CH:33][C:32]([CH3:35])=[CH:31][CH:30]=2)=[C:12]([CH2:21][NH:22][CH2:23][C:24]([O:26]CC)=[O:25])[C:13]([CH3:20])=[N:14][C:15]=1[CH2:16][CH:17]([CH3:19])[CH3:18])=[O:7])([CH3:4])([CH3:3])[CH3:2].[OH-].[Na+].Cl. (4) Given the product [C:37]([CH2:36][C:32]1([N:30]2[CH:31]=[C:27]([C:26]3[C:21]4[CH:20]=[CH:19][N:18]([CH2:17][O:16][CH2:15][CH2:14][Si:13]([CH3:39])([CH3:12])[CH3:40])[C:22]=4[N:23]=[CH:24][N:25]=3)[CH:28]=[N:29]2)[CH2:33][N:34]([C:42]2[N:43]=[CH:44][C:45]([C:48]([NH:50][C@H:51]([CH3:56])[C:52]([F:55])([F:54])[F:53])=[O:49])=[N:46][CH:47]=2)[CH2:35]1)#[N:38], predict the reactants needed to synthesize it. The reactants are: C(N(CC)C(C)C)(C)C.Cl.Cl.[CH3:12][Si:13]([CH3:40])([CH3:39])[CH2:14][CH2:15][O:16][CH2:17][N:18]1[C:22]2[N:23]=[CH:24][N:25]=[C:26]([C:27]3[CH:28]=[N:29][N:30]([C:32]4([CH2:36][C:37]#[N:38])[CH2:35][NH:34][CH2:33]4)[CH:31]=3)[C:21]=2[CH:20]=[CH:19]1.Cl[C:42]1[N:43]=[CH:44][C:45]([C:48]([NH:50][C@H:51]([CH3:56])[C:52]([F:55])([F:54])[F:53])=[O:49])=[N:46][CH:47]=1.C([O-])(O)=O.[Na+]. (5) Given the product [ClH:43].[CH2:28]([O:27][C:15]1[CH:14]=[C:13]2[C:18](=[CH:17][C:16]=1[O:19][CH2:20][C:21]1[CH:26]=[CH:25][CH:24]=[CH:23][CH:22]=1)[CH:8]([CH2:7][C:4]1[CH:5]=[CH:6][C:1]([C:13]3[CH:18]=[CH:17][CH:16]=[CH:15][CH:14]=3)=[CH:2][CH:3]=1)[NH:10][CH2:11][CH2:12]2)[C:1]1[CH:6]=[CH:5][CH:4]=[CH:3][CH:2]=1, predict the reactants needed to synthesize it. The reactants are: [C:1]1(C2C=CC=CC=2)[CH:6]=[CH:5][C:4]([CH2:7][C:8]([NH:10][CH2:11][CH2:12][C:13]2[CH:18]=[CH:17][C:16]([O:19][CH2:20][C:21]3[CH:26]=[CH:25][CH:24]=[CH:23][CH:22]=3)=[C:15]([O:27][CH2:28]C3C=CC=CC=3)[CH:14]=2)=O)=[CH:3][CH:2]=1.O=P(Cl)(Cl)[Cl:43].[BH4-].[Na+]. (6) Given the product [CH:12]1([NH:11][C:3](=[O:4])[CH:2]=[CH2:1])[C:20]2[C:15](=[CH:16][CH:17]=[CH:18][CH:19]=2)[CH2:14][CH2:13]1, predict the reactants needed to synthesize it. The reactants are: [CH2:1]1C[O:4][CH2:3][CH2:2]1.C(Cl)(=O)C=C.[NH2:11][CH:12]1[C:20]2[C:15](=[CH:16][CH:17]=[CH:18][CH:19]=2)[CH2:14][CH2:13]1.O. (7) Given the product [CH3:3][N:4]([CH3:24])[C:5]1[CH:6]=[C:7]([N:11]2[C:15]3=[N:16][CH:17]=[CH:18][CH:19]=[C:14]3[C:13]([C:20]([OH:22])=[O:21])=[CH:12]2)[CH:8]=[CH:9][CH:10]=1, predict the reactants needed to synthesize it. The reactants are: [OH-].[Na+].[CH3:3][N:4]([CH3:24])[C:5]1[CH:6]=[C:7]([N:11]2[C:15]3=[N:16][CH:17]=[CH:18][CH:19]=[C:14]3[C:13]([C:20]([O:22]C)=[O:21])=[CH:12]2)[CH:8]=[CH:9][CH:10]=1.Cl. (8) Given the product [Br:18][C:19]1[CH:24]=[CH:23][C:22]([NH:25][C:26]([NH:2][NH:1][C:3](=[O:17])[CH2:4][C@@H:5]2[CH2:9][CH2:8][N:7]([C:10]([O:12][C:13]([CH3:14])([CH3:16])[CH3:15])=[O:11])[CH2:6]2)=[O:27])=[C:21]([F:28])[CH:20]=1, predict the reactants needed to synthesize it. The reactants are: [NH:1]([C:3](=[O:17])[CH2:4][C@@H:5]1[CH2:9][CH2:8][N:7]([C:10]([O:12][C:13]([CH3:16])([CH3:15])[CH3:14])=[O:11])[CH2:6]1)[NH2:2].[Br:18][C:19]1[CH:24]=[CH:23][C:22]([N:25]=[C:26]=[O:27])=[C:21]([F:28])[CH:20]=1.